This data is from Reaction yield outcomes from USPTO patents with 853,638 reactions. The task is: Predict the reaction yield, written as a fraction of the theoretical maximum amount of product (1.0 means a 100% yield; for example, 0.34 means a 34% yield). (1) The reactants are C[CH:2]([CH3:9])[CH2:3][CH2:4][CH2:5][C:6](=[O:8])[CH3:7].[CH3:10]C(CC=O)C. No catalyst specified. The product is [CH3:10][CH2:7][C:6](=[O:8])[CH2:5][CH2:4][CH2:3][CH2:2][CH3:9]. The yield is 0.954. (2) The reactants are [CH:1]1([NH:4][C:5]([C:7]2[N:8]=[N:9][N:10]([C:15]3[CH:20]=[CH:19][C:18]([NH:21][C:22](=[O:29])[CH2:23][C:24]([O:26]CC)=[O:25])=[CH:17][CH:16]=3)[C:11]=2[CH2:12][CH2:13][CH3:14])=[O:6])[CH2:3][CH2:2]1.C(=O)([O-])[O-].[Na+].[Na+].O. The catalyst is CO. The product is [CH:1]1([NH:4][C:5]([C:7]2[N:8]=[N:9][N:10]([C:15]3[CH:16]=[CH:17][C:18]([NH:21][C:22](=[O:29])[CH2:23][C:24]([OH:26])=[O:25])=[CH:19][CH:20]=3)[C:11]=2[CH2:12][CH2:13][CH3:14])=[O:6])[CH2:2][CH2:3]1. The yield is 0.890. (3) The reactants are [Cl-].O[NH3+:3].[C:4](=[O:7])([O-])[OH:5].[Na+].CS(C)=O.[CH3:13][O:14][C:15]1[CH:20]=[C:19]([O:21][CH3:22])[CH:18]=[CH:17][C:16]=1[C:23](=[O:53])[CH2:24][N:25]1[C:30](=[O:31])[C:29]2[CH:32]=[C:33]([CH2:35][CH3:36])[S:34][C:28]=2[N:27]([CH2:37][C:38]2[CH:43]=[CH:42][C:41]([C:44]3[C:45]([C:50]#[N:51])=[CH:46][CH:47]=[CH:48][CH:49]=3)=[CH:40][CH:39]=2)[C:26]1=[O:52]. The catalyst is C(Cl)(Cl)Cl. The product is [CH3:13][O:14][C:15]1[CH:20]=[C:19]([O:21][CH3:22])[CH:18]=[CH:17][C:16]=1[C:23](=[O:53])[CH2:24][N:25]1[C:30](=[O:31])[C:29]2[CH:32]=[C:33]([CH2:35][CH3:36])[S:34][C:28]=2[N:27]([CH2:37][C:38]2[CH:43]=[CH:42][C:41]([C:44]3[CH:49]=[CH:48][CH:47]=[CH:46][C:45]=3[C:50]3[NH:3][C:4](=[O:7])[O:5][N:51]=3)=[CH:40][CH:39]=2)[C:26]1=[O:52]. The yield is 0.350. (4) The product is [CH2:1]([O:3][C:4]([CH:6]1[CH:11]([C:12]2[CH:16]=[CH:15][S:14][CH:13]=2)[CH2:10][CH2:9][N:8]([CH2:17][C:18]2[CH:19]=[CH:20][CH:21]=[CH:22][CH:23]=2)[CH2:7]1)=[O:5])[CH3:2]. The yield is 0.760. The catalyst is CCO.[Pd]. The reactants are [CH2:1]([O:3][C:4]([C:6]1[CH2:7][N:8]([CH2:17][C:18]2[CH:23]=[CH:22][CH:21]=[CH:20][CH:19]=2)[CH2:9][CH2:10][C:11]=1[C:12]1[CH:16]=[CH:15][S:14][CH:13]=1)=[O:5])[CH3:2]. (5) The reactants are [C:1]([O:5][C:6]([N:8]1[CH2:13][CH2:12][CH:11]([O:14][C:15]2[C:16]([C:30](O)=[O:31])=[N:17][N:18]([C:22]3[CH:27]=[CH:26][C:25]([Cl:28])=[C:24]([Cl:29])[CH:23]=3)[C:19](=[O:21])[CH:20]=2)[CH2:10][CH2:9]1)=[O:7])([CH3:4])([CH3:3])[CH3:2].C1C=CC2N(O)N=[N:39][C:37]=2C=1.C(Cl)CCl.CN.[OH-].[Na+]. The catalyst is C1COCC1.CCOC(C)=O. The product is [Cl:29][C:24]1[CH:23]=[C:22]([N:18]2[C:19](=[O:21])[CH:20]=[C:15]([O:14][CH:11]3[CH2:12][CH2:13][N:8]([C:6]([O:5][C:1]([CH3:3])([CH3:2])[CH3:4])=[O:7])[CH2:9][CH2:10]3)[C:16]([C:30](=[O:31])[NH:39][CH3:37])=[N:17]2)[CH:27]=[CH:26][C:25]=1[Cl:28]. The yield is 0.409. (6) The reactants are [CH3:1][N:2]([S:15]([C:18]1[CH:23]=[CH:22][CH:21]=[CH:20][C:19]=1[C:24]([F:27])([F:26])[F:25])(=[O:17])=[O:16])[C:3]1[CH:4]=[CH:5][CH:6]=[C:7]2[C:11]=1[NH:10][C:9]([C:12](O)=[O:13])=[CH:8]2.C[N:29](C)C=O.Cl.CN(C)CCCN=C=NCC. The catalyst is C(OCC)(=O)C. The product is [CH3:1][N:2]([S:15]([C:18]1[CH:23]=[CH:22][CH:21]=[CH:20][C:19]=1[C:24]([F:26])([F:27])[F:25])(=[O:16])=[O:17])[C:3]1[CH:4]=[CH:5][CH:6]=[C:7]2[C:11]=1[NH:10][C:9]([C:12]([NH2:29])=[O:13])=[CH:8]2. The yield is 0.980. (7) The reactants are C[O:2][C:3](=[O:25])[C:4]1[CH:9]=[CH:8][C:7]([O:10][CH2:11][C:12]2[C:13]([C:18]3[CH:23]=[CH:22][CH:21]=[C:20]([F:24])[CH:19]=3)=[N:14][O:15][C:16]=2[CH3:17])=[N:6][CH:5]=1.C(OC(=O)CN1CCCC(NC(C2C=NC(OCC3C(C4C=CC=CC=4)=NOC=3C)=CC=2)=O)C1)C. No catalyst specified. The product is [F:24][C:20]1[CH:19]=[C:18]([C:13]2[C:12]([CH2:11][O:10][C:7]3[CH:8]=[CH:9][C:4]([C:3]([OH:25])=[O:2])=[CH:5][N:6]=3)=[C:16]([CH3:17])[O:15][N:14]=2)[CH:23]=[CH:22][CH:21]=1. The yield is 0.950.